From a dataset of NCI-60 drug combinations with 297,098 pairs across 59 cell lines. Regression. Given two drug SMILES strings and cell line genomic features, predict the synergy score measuring deviation from expected non-interaction effect. (1) Drug 2: CN1C(=O)N2C=NC(=C2N=N1)C(=O)N. Drug 1: CC1C(C(CC(O1)OC2CC(CC3=C2C(=C4C(=C3O)C(=O)C5=C(C4=O)C(=CC=C5)OC)O)(C(=O)C)O)N)O.Cl. Synergy scores: CSS=27.0, Synergy_ZIP=0.560, Synergy_Bliss=1.97, Synergy_Loewe=-42.9, Synergy_HSA=1.13. Cell line: HCT116. (2) Cell line: HCT116. Drug 1: CCC1=CC2CC(C3=C(CN(C2)C1)C4=CC=CC=C4N3)(C5=C(C=C6C(=C5)C78CCN9C7C(C=CC9)(C(C(C8N6C)(C(=O)OC)O)OC(=O)C)CC)OC)C(=O)OC.C(C(C(=O)O)O)(C(=O)O)O. Drug 2: C(=O)(N)NO. Synergy scores: CSS=47.1, Synergy_ZIP=-0.793, Synergy_Bliss=-0.129, Synergy_Loewe=-27.6, Synergy_HSA=1.74. (3) Drug 2: C1=NNC2=C1C(=O)NC=N2. Drug 1: CNC(=O)C1=CC=CC=C1SC2=CC3=C(C=C2)C(=NN3)C=CC4=CC=CC=N4. Synergy scores: CSS=38.5, Synergy_ZIP=-2.52, Synergy_Bliss=-9.22, Synergy_Loewe=-79.3, Synergy_HSA=-9.26. Cell line: SR. (4) Drug 1: CC1OCC2C(O1)C(C(C(O2)OC3C4COC(=O)C4C(C5=CC6=C(C=C35)OCO6)C7=CC(=C(C(=C7)OC)O)OC)O)O. Drug 2: CCCCC(=O)OCC(=O)C1(CC(C2=C(C1)C(=C3C(=C2O)C(=O)C4=C(C3=O)C=CC=C4OC)O)OC5CC(C(C(O5)C)O)NC(=O)C(F)(F)F)O. Cell line: A549. Synergy scores: CSS=39.1, Synergy_ZIP=-1.83, Synergy_Bliss=-2.37, Synergy_Loewe=-2.04, Synergy_HSA=-0.986.